The task is: Predict which catalyst facilitates the given reaction.. This data is from Catalyst prediction with 721,799 reactions and 888 catalyst types from USPTO. (1) Reactant: C(O[C:9](=[O:22])[NH:10][CH:11]([C:14]1[CH:19]=[CH:18][CH:17]=[C:16]([O:20][CH3:21])[CH:15]=1)[CH2:12][OH:13])C1C=CC=CC=1.[Cl:23][C:24]1[CH:37]=[CH:36][C:27]([O:28][C:29]2[CH:34]=[CH:33][C:32](I)=[CH:31][CH:30]=2)=[CH:26][CH:25]=1.[O-]P([O-])([O-])=O.[K+].[K+].[K+].C1(N)CCCCC1N. The catalyst class is: 471. Product: [Cl:23][C:24]1[CH:37]=[CH:36][C:27]([O:28][C:29]2[CH:34]=[CH:33][C:32]([N:10]3[CH:11]([C:14]4[CH:19]=[CH:18][CH:17]=[C:16]([O:20][CH3:21])[CH:15]=4)[CH2:12][O:13][C:9]3=[O:22])=[CH:31][CH:30]=2)=[CH:26][CH:25]=1. (2) Reactant: Cl[C:2]1[CH:7]=[CH:6][N:5]=[C:4]([C:8]2[CH:15]=[CH:14][C:11]([CH:12]=[O:13])=[CH:10][CH:9]=2)[N:3]=1.[F:16][C:17]([F:29])([F:28])[O:18][C:19]1[CH:24]=[CH:23][C:22](B(O)O)=[CH:21][CH:20]=1. Product: [F:16][C:17]([F:28])([F:29])[O:18][C:19]1[CH:24]=[CH:23][C:22]([C:2]2[CH:7]=[CH:6][N:5]=[C:4]([C:8]3[CH:15]=[CH:14][C:11]([CH:12]=[O:13])=[CH:10][CH:9]=3)[N:3]=2)=[CH:21][CH:20]=1. The catalyst class is: 45. (3) Reactant: [CH3:1][O:2][C:3]([C:5]1[C:6]([OH:30])=[C:7]2[C:12](=[CH:13][N:14]=1)[N:11]([C@@H:15]([C:17]1[CH:22]=[CH:21][CH:20]=[CH:19][CH:18]=1)[CH3:16])[C:10](=[O:23])[C:9]([C:24]1[CH:29]=[CH:28][CH:27]=[CH:26][CH:25]=1)=[CH:8]2)=[O:4].[Br:31]N1C(=O)CCC1=O. Product: [CH3:1][O:2][C:3]([C:5]1[C:6]([OH:30])=[C:7]2[C:12](=[C:13]([Br:31])[N:14]=1)[N:11]([C@@H:15]([C:17]1[CH:18]=[CH:19][CH:20]=[CH:21][CH:22]=1)[CH3:16])[C:10](=[O:23])[C:9]([C:24]1[CH:25]=[CH:26][CH:27]=[CH:28][CH:29]=1)=[CH:8]2)=[O:4]. The catalyst class is: 2. (4) Reactant: [NH2:1][C:2]1[CH:28]=[CH:27][CH:26]=[CH:25][C:3]=1[CH2:4][NH:5][C:6]([NH:8][C:9]1[N:13]([C:14]2[CH:19]=[CH:18][C:17]([CH3:20])=[CH:16][CH:15]=2)[N:12]=[C:11]([C:21]([CH3:24])([CH3:23])[CH3:22])[CH:10]=1)=[O:7].[Cl:29][C:30]1[N:35]=[C:34](Cl)[CH:33]=[CH:32][N:31]=1.C(N(CC)C(C)C)(C)C.[Cl-].[NH4+]. Product: [Cl:29][C:30]1[N:35]=[C:34]([NH:1][C:2]2[CH:28]=[CH:27][CH:26]=[CH:25][C:3]=2[CH2:4][NH:5][C:6]([NH:8][C:9]2[N:13]([C:14]3[CH:19]=[CH:18][C:17]([CH3:20])=[CH:16][CH:15]=3)[N:12]=[C:11]([C:21]([CH3:23])([CH3:24])[CH3:22])[CH:10]=2)=[O:7])[CH:33]=[CH:32][N:31]=1. The catalyst class is: 3. (5) Reactant: [CH2:1]([C:4]1([C:22]2[CH:27]=[CH:26][C:25]([F:28])=[CH:24][CH:23]=2)[C:13]2[C:8](=[CH:9][CH:10]=[C:11]([F:15])[C:12]=2[F:14])[NH:7][C:6](=[O:16])[N:5]1[CH2:17][C:18]([F:21])([F:20])[F:19])[CH:2]=C.[O:29]=[O+][O-].CSC. Product: [F:14][C:12]1[C:11]([F:15])=[CH:10][CH:9]=[C:8]2[C:13]=1[C:4]([CH2:1][CH:2]=[O:29])([C:22]1[CH:23]=[CH:24][C:25]([F:28])=[CH:26][CH:27]=1)[N:5]([CH2:17][C:18]([F:21])([F:19])[F:20])[C:6](=[O:16])[NH:7]2. The catalyst class is: 191.